This data is from Catalyst prediction with 721,799 reactions and 888 catalyst types from USPTO. The task is: Predict which catalyst facilitates the given reaction. (1) Reactant: [O:1]1[CH:5]=[CH:4][CH:3]=[C:2]1/[CH:6]=[CH:7]/[C:8]([OH:10])=O.F[P-](F)(F)(F)(F)F.N1(OC(N(C)C)=[N+](C)C)C2N=CC=CC=2N=N1.[NH2:35][C:36]1[S:37][C:38]2[C:43]([N:44]=1)=[CH:42][CH:41]=[C:40]([O:45][C:46]1[C:47]([Cl:67])=[CH:48][C:49]([F:66])=[C:50]([NH:52][C:53](=[O:65])[C:54]3[CH:59]=[CH:58][CH:57]=[C:56]([C:60]([C:63]#[N:64])([CH3:62])[CH3:61])[CH:55]=3)[CH:51]=1)[N:39]=2. Product: [Cl:67][C:47]1[C:46]([O:45][C:40]2[N:39]=[C:38]3[S:37][C:36]([NH:35][C:8](=[O:10])/[CH:7]=[CH:6]/[C:2]4[O:1][CH:5]=[CH:4][CH:3]=4)=[N:44][C:43]3=[CH:42][CH:41]=2)=[CH:51][C:50]([NH:52][C:53](=[O:65])[C:54]2[CH:59]=[CH:58][CH:57]=[C:56]([C:60]([C:63]#[N:64])([CH3:62])[CH3:61])[CH:55]=2)=[C:49]([F:66])[CH:48]=1. The catalyst class is: 300. (2) Reactant: [Cl:1][C:2]1[CH:7]=[CH:6][N:5]=[C:4]([NH:8][C:9](=[O:15])[O:10][C:11]([CH3:14])([CH3:13])[CH3:12])[CH:3]=1.CN(CCN(C)C)C.[Li]CCCC.[I:29]I.S([O-])(O)=O.[Na+]. Product: [Cl:1][C:2]1[CH:7]=[CH:6][N:5]=[C:4]([NH:8][C:9](=[O:15])[O:10][C:11]([CH3:12])([CH3:14])[CH3:13])[C:3]=1[I:29]. The catalyst class is: 20. (3) The catalyst class is: 2. Product: [CH3:27][Si:28]([CH3:30])([CH3:29])[CH2:31][CH2:32][O:33][CH2:34][O:1][CH2:2][C:3]1[N:4]=[C:5]([C:8]2[N:13]=[C:12]([C:14]([O:16][CH3:17])=[O:15])[CH:11]=[CH:10][CH:9]=2)[S:6][CH:7]=1. Reactant: [OH:1][CH2:2][C:3]1[N:4]=[C:5]([C:8]2[N:13]=[C:12]([C:14]([O:16][CH3:17])=[O:15])[CH:11]=[CH:10][CH:9]=2)[S:6][CH:7]=1.CCN(C(C)C)C(C)C.[CH3:27][Si:28]([CH2:31][CH2:32][O:33][CH2:34]Cl)([CH3:30])[CH3:29]. (4) Reactant: [C:1]1([CH3:7])[CH:6]=CC=[CH:3][CH:2]=1.[CH:8]([OH:11])([CH3:10])[CH3:9]. Product: [CH:2]([CH:1]1[CH2:7][CH2:10][CH:8]2[O:11][CH:9]2[CH2:6]1)=[CH2:3]. The catalyst class is: 553.